From a dataset of Catalyst prediction with 721,799 reactions and 888 catalyst types from USPTO. Predict which catalyst facilitates the given reaction. Reactant: [CH2:1]([O:8][C:9]1[CH:10]=[C:11]([CH:22]=[CH:23][C:24]=1[CH3:25])[C:12]([O:14]CC1C=CC=CC=1)=[O:13])[C:2]1[CH:7]=[CH:6][CH:5]=[CH:4][CH:3]=1.[OH-].[Na+]. Product: [CH2:1]([O:8][C:9]1[CH:10]=[C:11]([CH:22]=[CH:23][C:24]=1[CH3:25])[C:12]([OH:14])=[O:13])[C:2]1[CH:3]=[CH:4][CH:5]=[CH:6][CH:7]=1. The catalyst class is: 200.